This data is from NCI-60 drug combinations with 297,098 pairs across 59 cell lines. The task is: Regression. Given two drug SMILES strings and cell line genomic features, predict the synergy score measuring deviation from expected non-interaction effect. Drug 1: CCC(=C(C1=CC=CC=C1)C2=CC=C(C=C2)OCCN(C)C)C3=CC=CC=C3.C(C(=O)O)C(CC(=O)O)(C(=O)O)O. Drug 2: C1CN1C2=NC(=NC(=N2)N3CC3)N4CC4. Cell line: SNB-19. Synergy scores: CSS=19.1, Synergy_ZIP=-5.97, Synergy_Bliss=-1.53, Synergy_Loewe=-19.5, Synergy_HSA=-2.70.